Predict the product of the given reaction. From a dataset of Forward reaction prediction with 1.9M reactions from USPTO patents (1976-2016). Given the reactants C(N(CC)CC)C.[CH3:8][S:9](Cl)(=[O:11])=[O:10].[C:13]([NH:16][C:17]1[CH:22]=[C:21]([CH2:23][OH:24])[CH:20]=[CH:19][N:18]=1)(=[O:15])[CH3:14].O, predict the reaction product. The product is: [C:13]([NH:16][C:17]1[CH:22]=[C:21]([CH2:23][O:24][S:9]([CH3:8])(=[O:11])=[O:10])[CH:20]=[CH:19][N:18]=1)(=[O:15])[CH3:14].